Dataset: NCI-60 drug combinations with 297,098 pairs across 59 cell lines. Task: Regression. Given two drug SMILES strings and cell line genomic features, predict the synergy score measuring deviation from expected non-interaction effect. Cell line: MOLT-4. Drug 1: CN(C)C1=NC(=NC(=N1)N(C)C)N(C)C. Synergy scores: CSS=36.4, Synergy_ZIP=1.61, Synergy_Bliss=-2.23, Synergy_Loewe=-37.9, Synergy_HSA=-5.52. Drug 2: CC(C1=C(C=CC(=C1Cl)F)Cl)OC2=C(N=CC(=C2)C3=CN(N=C3)C4CCNCC4)N.